From a dataset of Catalyst prediction with 721,799 reactions and 888 catalyst types from USPTO. Predict which catalyst facilitates the given reaction. (1) Reactant: [CH3:1][N:2]([CH3:6])[CH2:3][CH2:4][NH2:5].CC(O)=O.[Br:11][C:12]1[CH:31]=[CH:30][C:15]2[O:16][CH2:17][C:18](=O)[CH2:19][N:20]3[C:28]4[CH:27]=[CH:26][CH:25]=[CH:24][C:23]=4[CH:22]=[C:21]3[C:14]=2[CH:13]=1.[BH-](OC(C)=O)(OC(C)=O)OC(C)=O.[Na+]. Product: [Br:11][C:12]1[CH:31]=[CH:30][C:15]2[O:16][CH2:17][CH:18]([NH:5][CH2:4][CH2:3][N:2]([CH3:6])[CH3:1])[CH2:19][N:20]3[C:28]4[CH:27]=[CH:26][CH:25]=[CH:24][C:23]=4[CH:22]=[C:21]3[C:14]=2[CH:13]=1. The catalyst class is: 26. (2) Reactant: [CH3:1][O:2][C:3]([CH:5]1[CH2:8][N:7]([CH2:9][C:10]2[CH:15]=[CH:14][CH:13]=[C:12]([N+:16]([O-])=O)[CH:11]=2)[CH2:6]1)=[O:4]. Product: [CH3:1][O:2][C:3]([CH:5]1[CH2:8][N:7]([CH2:9][C:10]2[CH:15]=[CH:14][CH:13]=[C:12]([NH2:16])[CH:11]=2)[CH2:6]1)=[O:4]. The catalyst class is: 50. (3) Reactant: [C:1]([C:3]1[C:7]([N:8]([CH3:16])[S:9]([C:12]([F:15])([F:14])[F:13])(=[O:11])=[O:10])=[C:6]([N:17]=CN(C)C)[N:5]([C:22]2[C:27]([Cl:28])=[CH:26][C:25]([C:29]([F:32])([F:31])[F:30])=[CH:24][C:23]=2[Cl:33])[N:4]=1)#[N:2].Cl. Product: [NH2:17][C:6]1[N:5]([C:22]2[C:23]([Cl:33])=[CH:24][C:25]([C:29]([F:32])([F:31])[F:30])=[CH:26][C:27]=2[Cl:28])[N:4]=[C:3]([C:1]#[N:2])[C:7]=1[N:8]([CH3:16])[S:9]([C:12]([F:13])([F:15])[F:14])(=[O:11])=[O:10]. The catalyst class is: 5.